From a dataset of Forward reaction prediction with 1.9M reactions from USPTO patents (1976-2016). Predict the product of the given reaction. (1) Given the reactants Cl[C:2]1[CH:3]=[C:4]2[C:8](=[CH:9][CH:10]=1)[NH:7][CH:6]=[C:5]2[C:11]1[CH2:16][CH2:15][N:14]([C:17]([O:19][C:20]([CH3:23])([CH3:22])[CH3:21])=[O:18])[CH2:13][CH:12]=1.C([O-])=O.[NH4+], predict the reaction product. The product is: [NH:7]1[C:8]2[C:4](=[CH:3][CH:2]=[CH:10][CH:9]=2)[C:5]([CH:11]2[CH2:16][CH2:15][N:14]([C:17]([O:19][C:20]([CH3:23])([CH3:22])[CH3:21])=[O:18])[CH2:13][CH2:12]2)=[CH:6]1. (2) Given the reactants Br[C:2]1[CH:18]=[CH:17][C:5]2[N:6]=[C:7]([C:9]3[CH:14]=[CH:13][C:12]([O:15][CH3:16])=[CH:11][CH:10]=3)[S:8][C:4]=2[CH:3]=1.C1(P(C2C=CC=CC=2)C2C=CC3C(=CC=CC=3)C=2C2C3C(=CC=CC=3)C=CC=2P(C2C=CC=CC=2)C2C=CC=CC=2)C=CC=CC=1.CC(C)([O-])C.[Na+].[CH2:71]([NH2:78])[C:72]1[CH:77]=[CH:76][CH:75]=[CH:74][CH:73]=1.C([O-])(O)=O.[Na+], predict the reaction product. The product is: [CH2:71]([NH:78][C:2]1[CH:18]=[CH:17][C:5]2[N:6]=[C:7]([C:9]3[CH:14]=[CH:13][C:12]([O:15][CH3:16])=[CH:11][CH:10]=3)[S:8][C:4]=2[CH:3]=1)[C:72]1[CH:77]=[CH:76][CH:75]=[CH:74][CH:73]=1.